From a dataset of Cav3 T-type calcium channel HTS with 100,875 compounds. Binary Classification. Given a drug SMILES string, predict its activity (active/inactive) in a high-throughput screening assay against a specified biological target. (1) The molecule is Brc1cc2n(c(CNCCN(CC)CC)c(c2cc1OC)C(OCC)=O)C. The result is 0 (inactive). (2) The compound is s1c2c(CC(OC2)(C)C)c(c1NC(=O)c1ccccc1)C(OC)=O. The result is 0 (inactive). (3) The compound is Fc1ccc(OCCCCNCCO)cc1. The result is 0 (inactive). (4) The molecule is S(CC(=O)Nc1c(n(n(c1=O)c1ccccc1)C)C)c1[nH]c(c(Cc2ccccc2)c(=O)n1)C. The result is 0 (inactive). (5) The drug is S(=O)(=O)(N1CCC(CC1)C)c1c2c(sc1C)ncn(c2=O)CC(OC)=O. The result is 0 (inactive). (6) The compound is s1c2c(CCCC2)c(c1n1c(c(cc1C)C=O)C)C(OC)=O. The result is 0 (inactive). (7) The drug is Clc1cc([N+]([O-])=O)c(c2oc(/C=N\N3C(=O)C4C5C6C(C6)C(C4C3=O)C=C5)cc2)cc1. The result is 0 (inactive).